This data is from Full USPTO retrosynthesis dataset with 1.9M reactions from patents (1976-2016). The task is: Predict the reactants needed to synthesize the given product. (1) Given the product [CH3:1][O:2][C:3]1[CH:8]=[CH:7][N:6]=[CH:5][C:4]=1[C:9]1[NH:17][C:16]2[C:18]([CH:10]=1)=[CH:19][C:13]([C:11]#[N:12])=[CH:14][CH:15]=2, predict the reactants needed to synthesize it. The reactants are: [CH3:1][O:2][C:3]1[CH:8]=[CH:7][N:6]=[CH:5][C:4]=1[C:9]#[CH:10].[C:11]([C:13]1[CH:19]=[C:18](I)[C:16]([NH2:17])=[CH:15][CH:14]=1)#[N:12]. (2) The reactants are: [CH3:1][C:2]1([CH3:22])[C:7]([CH3:9])([CH3:8])[O:6][C:5](OC2C=CC([N+]([O-])=O)=CC=2)=[N:4][S:3]1(=[O:21])=[O:20].[F:23][C:24]1[CH:29]=[CH:28][CH:27]=[CH:26][C:25]=1[C@@H:30]([NH2:32])[CH3:31]. Given the product [F:23][C:24]1[CH:29]=[CH:28][CH:27]=[CH:26][C:25]=1[C@@H:30]([NH:32][C:5]1[O:6][C:7]([CH3:8])([CH3:9])[C:2]([CH3:1])([CH3:22])[S:3](=[O:20])(=[O:21])[N:4]=1)[CH3:31], predict the reactants needed to synthesize it. (3) Given the product [S:2]([N:6]1[CH2:11][CH2:10][N:9]([C:13]2[CH:22]=[CH:21][C:16]([C:17]([O:19][CH3:20])=[O:18])=[CH:15][N:14]=2)[CH2:8][CH2:7]1)([CH3:5])(=[O:4])=[O:3], predict the reactants needed to synthesize it. The reactants are: Cl.[S:2]([N:6]1[CH2:11][CH2:10][NH:9][CH2:8][CH2:7]1)([CH3:5])(=[O:4])=[O:3].Cl[C:13]1[CH:22]=[CH:21][C:16]([C:17]([O:19][CH3:20])=[O:18])=[CH:15][N:14]=1.C(N(CC)C(C)C)(C)C. (4) Given the product [CH:22]([C:14]1[CH:15]=[CH:16][CH:17]=[C:18]([CH:19]([CH3:21])[CH3:20])[C:13]=1[N:9]1[CH:10]=[CH:11][N:12]=[C:8]1[C:4]1[CH:3]=[C:2]([CH:7]=[CH:6][CH:5]=1)[N:37]([C:31]1[CH:32]=[CH:33][CH:34]=[CH:35][CH:36]=1)[C:38]1[CH:43]=[CH:42][CH:41]=[C:40]([C:44]2[CH:49]=[CH:48][CH:47]=[CH:46][N:45]=2)[CH:39]=1)([CH3:24])[CH3:23], predict the reactants needed to synthesize it. The reactants are: Br[C:2]1[CH:3]=[C:4]([C:8]2[N:9]([C:13]3[C:18]([CH:19]([CH3:21])[CH3:20])=[CH:17][CH:16]=[CH:15][C:14]=3[CH:22]([CH3:24])[CH3:23])[CH:10]=[CH:11][N:12]=2)[CH:5]=[CH:6][CH:7]=1.CC(C)([O-])C.[Na+].[C:31]1([NH:37][C:38]2[CH:43]=[CH:42][CH:41]=[C:40]([C:44]3[CH:49]=[CH:48][CH:47]=[CH:46][N:45]=3)[CH:39]=2)[CH:36]=[CH:35][CH:34]=[CH:33][CH:32]=1.ClCCl. (5) Given the product [N+:10]([C:13]1[CH:14]=[C:15]([CH:19]=[CH:20][CH:21]=1)[C:16]([NH:1][C:2]1[CH:7]=[CH:6][N:5]=[CH:4][CH:3]=1)=[O:17])([O-:12])=[O:11], predict the reactants needed to synthesize it. The reactants are: [NH2:1][C:2]1[CH:7]=[CH:6][N:5]=[CH:4][CH:3]=1.[OH-].[Na+].[N+:10]([C:13]1[CH:14]=[C:15]([CH:19]=[CH:20][CH:21]=1)[C:16](Cl)=[O:17])([O-:12])=[O:11]. (6) Given the product [NH:28]1[C:23]([C:22]2[CH:21]=[CH:20][C:19]([C@H:11]([C:12]3[CH:17]=[CH:16][CH:15]=[CH:14][C:13]=3[CH3:18])[CH2:10][C:9]([C:4]3[CH:5]=[CH:6][C:7](=[O:8])[N:2]([CH3:1])[CH:3]=3)=[O:27])=[CH:26][CH:25]=2)=[N:24][N:30]=[N:29]1, predict the reactants needed to synthesize it. The reactants are: [CH3:1][N:2]1[C:7](=[O:8])[CH:6]=[CH:5][C:4]([C:9](=[O:27])[CH2:10][C@H:11]([C:19]2[CH:26]=[CH:25][C:22]([C:23]#[N:24])=[CH:21][CH:20]=2)[C:12]2[CH:17]=[CH:16][CH:15]=[CH:14][C:13]=2[CH3:18])=[CH:3]1.[N-:28]=[N+:29]=[N-:30].[Na+].[Cl-].[NH4+].